The task is: Predict the reaction yield, written as a fraction of the theoretical maximum amount of product (1.0 means a 100% yield; for example, 0.34 means a 34% yield).. This data is from Reaction yield outcomes from USPTO patents with 853,638 reactions. (1) The reactants are [CH3:1][O:2][C:3]1[C:8]2[N:9]=[C:10]([O:12][C@H:13]3[CH2:18][CH2:17][C@H:16]([NH2:19])[CH2:15][CH2:14]3)[S:11][C:7]=2[CH:6]=[CH:5][CH:4]=1.[O:20]=[C:21]1[NH:26][C:25]2[CH:27]=[C:28]([CH:31]=O)[CH:29]=[CH:30][C:24]=2[O:23][CH2:22]1.[BH4-].[Na+]. The catalyst is ClCCCl.CO. The product is [CH3:1][O:2][C:3]1[C:8]2[N:9]=[C:10]([O:12][C@H:13]3[CH2:18][CH2:17][C@H:16]([NH:19][CH2:31][C:28]4[CH:29]=[CH:30][C:24]5[O:23][CH2:22][C:21](=[O:20])[NH:26][C:25]=5[CH:27]=4)[CH2:15][CH2:14]3)[S:11][C:7]=2[CH:6]=[CH:5][CH:4]=1. The yield is 0.160. (2) The reactants are Br[C:2]1[CH:3]=[CH:4][C:5]([C:8]#[N:9])=[N:6][CH:7]=1.[CH3:10][S-:11].[Na+].C(=O)([O-])[O-].[K+].[K+]. The catalyst is CN1C(=O)CCC1. The product is [CH3:10][S:11][C:2]1[CH:3]=[CH:4][C:5]([C:8]#[N:9])=[N:6][CH:7]=1. The yield is 0.990. (3) The reactants are [O:1]1[C:5]2([CH2:10][CH2:9][NH:8][CH2:7][CH2:6]2)[O:4][CH2:3][CH2:2]1.CCN(CC)CC.[F:18][C:19]1[CH:20]=[CH:21][C:22]([CH3:29])=[C:23]([S:25](Cl)(=[O:27])=[O:26])[CH:24]=1. The catalyst is C1COCC1. The product is [F:18][C:19]1[CH:20]=[CH:21][C:22]([CH3:29])=[C:23]([S:25]([N:8]2[CH2:9][CH2:10][C:5]3([O:4][CH2:3][CH2:2][O:1]3)[CH2:6][CH2:7]2)(=[O:27])=[O:26])[CH:24]=1. The yield is 1.00.